This data is from Reaction yield outcomes from USPTO patents with 853,638 reactions. The task is: Predict the reaction yield, written as a fraction of the theoretical maximum amount of product (1.0 means a 100% yield; for example, 0.34 means a 34% yield). (1) The reactants are Cl[C:2]1[C:3]([C:10]([O:12][CH3:13])=[O:11])=[N:4][N:5]([CH3:9])[C:6](=[O:8])[CH:7]=1.[F:14][C:15]1[CH:21]=[C:20]([S:22][CH3:23])[CH:19]=[CH:18][C:16]=1[NH2:17].C1C=CC(P(C2C(C3C(P(C4C=CC=CC=4)C4C=CC=CC=4)=CC=C4C=3C=CC=C4)=C3C(C=CC=C3)=CC=2)C2C=CC=CC=2)=CC=1.C([O-])([O-])=O.[Cs+].[Cs+].N#N. The catalyst is C1(C)C=CC=CC=1.CCOC(C)=O.CC([O-])=O.CC([O-])=O.[Pd+2]. The product is [F:14][C:15]1[CH:21]=[C:20]([S:22][CH3:23])[CH:19]=[CH:18][C:16]=1[NH:17][C:2]1[C:3]([C:10]([O:12][CH3:13])=[O:11])=[N:4][N:5]([CH3:9])[C:6](=[O:8])[CH:7]=1. The yield is 0.420. (2) The reactants are Cl[CH2:2][C:3]1[C:4]([C:16]2[CH:21]=[C:20]([F:22])[CH:19]=[CH:18][C:17]=2[O:23][CH3:24])=[CH:5][CH:6]=[C:7]2[C:12]=1[NH:11][C:10](=[O:13])[C:9]([CH3:15])([CH3:14])[NH:8]2.[CH3:25][C:26]1[CH:32]=[CH:31][C:29]([NH2:30])=[CH:28][CH:27]=1.C(=O)([O-])[O-].[K+].[K+].C(OCC)(=O)C. The catalyst is CN(C)C=O.O. The product is [F:22][C:20]1[CH:19]=[CH:18][C:17]([O:23][CH3:24])=[C:16]([C:4]2[C:3]([CH2:2][NH:30][C:29]3[CH:31]=[CH:32][C:26]([CH3:25])=[CH:27][CH:28]=3)=[C:12]3[C:7]([NH:8][C:9]([CH3:15])([CH3:14])[C:10](=[O:13])[NH:11]3)=[CH:6][CH:5]=2)[CH:21]=1. The yield is 0.800. (3) The reactants are [CH3:1][N:2]1[C:6]([NH:7][C:8]2[N:9]=[CH:10][C:11]3[CH2:17][CH2:16][N:15](C(OC(C)(C)C)=O)[CH2:14][C:12]=3[N:13]=2)=[CH:5][CH:4]=[N:3]1.Cl.O1CCOCC1.N.CO. The catalyst is C(Cl)Cl.CCO. The product is [CH3:1][N:2]1[C:6]([NH:7][C:8]2[N:9]=[CH:10][C:11]3[CH2:17][CH2:16][NH:15][CH2:14][C:12]=3[N:13]=2)=[CH:5][CH:4]=[N:3]1. The yield is 0.440.